From a dataset of Forward reaction prediction with 1.9M reactions from USPTO patents (1976-2016). Predict the product of the given reaction. (1) Given the reactants [Cl:1][C:2]1[C:7]([CH:8]=O)=[CH:6][C:5]([C:10]#[N:11])=[CH:4][C:3]=1[NH:12][C:13]1[N:18]=[C:17]([NH:19][CH:20]2[CH2:22][CH2:21]2)[C:16]2=[N:23][CH:24]=[C:25]([C:26]#[N:27])[N:15]2[N:14]=1.C(O)(=O)C.[CH2:32]1[C:35]2([CH2:40][CH2:39][CH2:38][NH:37][CH2:36]2)[CH2:34][O:33]1.C(O[BH-](OC(=O)C)OC(=O)C)(=O)C.[Na+], predict the reaction product. The product is: [CH2:32]1[C:35]2([CH2:40][CH2:39][CH2:38][N:37]([CH2:8][C:7]3[C:2]([Cl:1])=[C:3]([NH:12][C:13]4[N:18]=[C:17]([NH:19][CH:20]5[CH2:21][CH2:22]5)[C:16]5=[N:23][CH:24]=[C:25]([C:26]#[N:27])[N:15]5[N:14]=4)[CH:4]=[C:5]([C:10]#[N:11])[CH:6]=3)[CH2:36]2)[CH2:34][O:33]1. (2) Given the reactants [CH3:1][N:2]1[C:6]2[CH:7]=[CH:8][CH:9]=[CH:10][C:5]=2[N:4]=[C:3]1[CH2:11][O:12][C:13]1[CH:18]=[CH:17][C:16]([C:19]2[C:23]([C:24]3[CH:29]=[CH:28][N:27]=[CH:26][CH:25]=3)=[CH:22][N:21]([CH3:30])[N:20]=2)=[CH:15][CH:14]=1.[F:31]CN1C2C=CC=CC=2N=C1CO, predict the reaction product. The product is: [F:31][CH2:1][N:2]1[C:6]2[CH:7]=[CH:8][CH:9]=[CH:10][C:5]=2[N:4]=[C:3]1[CH2:11][O:12][C:13]1[CH:14]=[CH:15][C:16]([C:19]2[C:23]([C:24]3[CH:25]=[CH:26][N:27]=[CH:28][CH:29]=3)=[CH:22][N:21]([CH3:30])[N:20]=2)=[CH:17][CH:18]=1. (3) Given the reactants [CH3:1][O:2][C:3]1[CH:8]=[CH:7][C:6]([C:9]2[CH:14]=[CH:13][C:12]([C:15]([NH:17][C@H:18]([C:25]([O:27]CC3C=CC=CC=3)=[O:26])[CH2:19][C:20]([O:22][CH2:23][CH3:24])=[O:21])=[O:16])=[C:11]([NH:35][C:36]([NH:38][C:39]3[C:44]([CH3:45])=[CH:43][C:42]([CH3:46])=[CH:41][C:40]=3[CH3:47])=[O:37])[CH:10]=2)=[CH:5][CH:4]=1.[H][H], predict the reaction product. The product is: [CH2:23]([O:22][C:20](=[O:21])[CH2:19][C@H:18]([NH:17][C:15]([C:12]1[CH:13]=[CH:14][C:9]([C:6]2[CH:5]=[CH:4][C:3]([O:2][CH3:1])=[CH:8][CH:7]=2)=[CH:10][C:11]=1[NH:35][C:36]([NH:38][C:39]1[C:40]([CH3:47])=[CH:41][C:42]([CH3:46])=[CH:43][C:44]=1[CH3:45])=[O:37])=[O:16])[C:25]([OH:27])=[O:26])[CH3:24].